Dataset: Peptide-MHC class I binding affinity with 185,985 pairs from IEDB/IMGT. Task: Regression. Given a peptide amino acid sequence and an MHC pseudo amino acid sequence, predict their binding affinity value. This is MHC class I binding data. (1) The peptide sequence is SGGAGDDVL. The MHC is H-2-Db with pseudo-sequence H-2-Db. The binding affinity (normalized) is 0. (2) The peptide sequence is VIARTHTAL. The MHC is HLA-A69:01 with pseudo-sequence HLA-A69:01. The binding affinity (normalized) is 0.0847. (3) The peptide sequence is YQVAYQATV. The MHC is HLA-A02:01 with pseudo-sequence HLA-A02:01. The binding affinity (normalized) is 0.843. (4) The peptide sequence is SEFSSLPSY. The MHC is HLA-B18:01 with pseudo-sequence HLA-B18:01. The binding affinity (normalized) is 0.800.